Task: Predict the reactants needed to synthesize the given product.. Dataset: Full USPTO retrosynthesis dataset with 1.9M reactions from patents (1976-2016) (1) Given the product [CH3:1][C:2]1[S:6][C:5]([S:7][CH2:8][C:9]2[CH2:26][S:25][C@@H:12]3[C@H:13]([NH:16][C:17]([CH2:19][N:20]4[N:24]=[N:23][N:22]=[CH:21]4)=[O:18])[C:14](=[O:15])[N:11]3[C:10]=2[C:27]([OH:29])=[O:28])=[N:4][N:3]=1.[N+:30]([O-:33])([O-:32])=[O:31], predict the reactants needed to synthesize it. The reactants are: [CH3:1][C:2]1[S:6][C:5]([S:7][CH2:8][C:9]2[CH2:26][S:25][C@@H:12]3[C@H:13]([NH:16][C:17]([CH2:19][N:20]4[N:24]=[N:23][N:22]=[CH:21]4)=[O:18])[C:14](=[O:15])[N:11]3[C:10]=2[C:27]([OH:29])=[O:28])=[N:4][N:3]=1.[N+:30]([O-:33])([OH:32])=[O:31]. (2) Given the product [CH3:1][C:2]1[S:3][C:4]2[CH:10]=[CH:9][C:8]([O:11][CH2:12][C@H:13]([OH:21])[CH2:14][N:15]3[CH2:16][CH2:17][N:18]([CH2:30][C:31]4[CH2:35][CH:34]([C:36]5[CH:41]=[CH:40][C:39]([C:42]([F:44])([F:43])[F:45])=[CH:38][CH:37]=5)[O:33][N:32]=4)[CH2:19][CH2:20]3)=[CH:7][C:5]=2[N:6]=1, predict the reactants needed to synthesize it. The reactants are: [CH3:1][C:2]1[S:3][C:4]2[CH:10]=[CH:9][C:8]([O:11][CH2:12][C@H:13]([OH:21])[CH2:14][N:15]3[CH2:20][CH2:19][NH:18][CH2:17][CH2:16]3)=[CH:7][C:5]=2[N:6]=1.C(N(CC)CC)C.Cl[CH2:30][C:31]1[CH2:35][CH:34]([C:36]2[CH:41]=[CH:40][C:39]([C:42]([F:45])([F:44])[F:43])=[CH:38][CH:37]=2)[O:33][N:32]=1. (3) The reactants are: [N+:1]([C:4]1[CH:5]=[C:6]([CH:8]=[CH:9][CH:10]=1)[NH2:7])([O-:3])=[O:2].[N:11]([O-])=O.[Na+].[Cl:15][Sn]Cl.O. Given the product [ClH:15].[N+:1]([C:4]1[CH:5]=[C:6]([NH:7][NH2:11])[CH:8]=[CH:9][CH:10]=1)([O-:3])=[O:2], predict the reactants needed to synthesize it. (4) Given the product [CH2:1]([C:3]1[C:24]([N:25]2[CH2:30][CH2:29][C:28](=[N:33][OH:34])[CH2:27][CH2:26]2)=[CH:23][C:6]2[C:7]([CH3:22])([CH3:21])[C:8]3[NH:9][C:10]4[C:15]([C:16]=3[C:17](=[O:18])[C:5]=2[CH:4]=1)=[CH:14][CH:13]=[C:12]([C:19]#[N:20])[CH:11]=4)[CH3:2], predict the reactants needed to synthesize it. The reactants are: [CH2:1]([C:3]1[C:24]([N:25]2[CH2:30][CH2:29][C:28](=O)[CH2:27][CH2:26]2)=[CH:23][C:6]2[C:7]([CH3:22])([CH3:21])[C:8]3[NH:9][C:10]4[C:15]([C:16]=3[C:17](=[O:18])[C:5]=2[CH:4]=1)=[CH:14][CH:13]=[C:12]([C:19]#[N:20])[CH:11]=4)[CH3:2].Cl.[NH2:33][OH:34]. (5) The reactants are: [OH-].[K+].N#N.Cl.Cl.[N:7]1([CH2:12][C@H:13]([NH2:15])[CH3:14])[CH:11]=[N:10][N:9]=[N:8]1.[NH2:16][C:17]1[CH:25]=[C:24]([C:26]([OH:28])=O)[C:23]([N+:29]([O-])=O)=[CH:22][C:18]=1[C:19]([OH:21])=O.C1C=C[C:35]2N(O)[N:39]=[N:38][C:36]=2[CH:37]=1.CC[N:44]=C=NCCCN(C)C.C1(N)CC1. Given the product [CH:36]1([N:38]2[C:26](=[O:28])[C:24]3=[CH:25][C:17]4[N:16]=[N:44][N:15]([C@H:13]([CH3:14])[CH2:12][N:7]5[CH:11]=[N:10][N:9]=[N:8]5)[C:19](=[O:21])[C:18]=4[CH:22]=[C:23]3[N:29]=[N:39]2)[CH2:37][CH2:35]1, predict the reactants needed to synthesize it. (6) Given the product [CH3:12][O:5][C:4](=[O:6])[C:3]1[C:7]([CH3:11])=[CH:8][CH:9]=[CH:10][C:2]=1[Cl:1], predict the reactants needed to synthesize it. The reactants are: [Cl:1][C:2]1[CH:10]=[CH:9][CH:8]=[C:7]([CH3:11])[C:3]=1[C:4]([OH:6])=[O:5].[CH3:12]N(C=O)C.C(Cl)(=O)C(Cl)=O.